From a dataset of Reaction yield outcomes from USPTO patents with 853,638 reactions. Predict the reaction yield, written as a fraction of the theoretical maximum amount of product (1.0 means a 100% yield; for example, 0.34 means a 34% yield). (1) The reactants are [CH3:1][O:2][CH2:3][CH2:4][NH:5][C:6]([C:8]1[C:17]([O:18][CH2:19][C:20]2[CH:25]=[CH:24][CH:23]=[CH:22][CH:21]=2)=[C:16]2[C:11]([CH:12]=[C:13]([CH2:26][C:27]3[CH:32]=[CH:31][C:30]([F:33])=[CH:29][CH:28]=3)[CH:14]=[N:15]2)=[C:10](I)[N:9]=1)=[O:7].[CH3:35]O.C(N(CC)CC)C.[C]=O.[C:46]([OH:58])(=[O:57])CC(CC(O)=O)(C(O)=O)O. The catalyst is CN(C)C=O.C([O-])(=O)C.[Pd+2].C([O-])(=O)C.O.C(OCC)(=O)C. The product is [CH3:35][O:58][C:46]([C:10]1[C:11]2[CH:12]=[C:13]([CH2:26][C:27]3[CH:32]=[CH:31][C:30]([F:33])=[CH:29][CH:28]=3)[CH:14]=[N:15][C:16]=2[C:17]([O:18][CH2:19][C:20]2[CH:25]=[CH:24][CH:23]=[CH:22][CH:21]=2)=[C:8]([C:6](=[O:7])[NH:5][CH2:4][CH2:3][O:2][CH3:1])[N:9]=1)=[O:57]. The yield is 0.841. (2) The reactants are [NH2:1][C:2]1[C:3]([C:9]([NH:11][C:12]2[CH:17]=[CH:16][CH:15]=[CH:14][CH:13]=2)=[O:10])=[N:4][C:5](Br)=[CH:6][N:7]=1.[CH2:18]([S:20]([N:23]1[CH2:28][CH2:27][NH:26][CH2:25][CH2:24]1)(=[O:22])=[O:21])[CH3:19]. No catalyst specified. The product is [NH2:1][C:2]1[C:3]([C:9]([NH:11][C:12]2[CH:17]=[CH:16][CH:15]=[CH:14][CH:13]=2)=[O:10])=[N:4][C:5]([N:26]2[CH2:25][CH2:24][N:23]([S:20]([CH2:18][CH3:19])(=[O:21])=[O:22])[CH2:28][CH2:27]2)=[CH:6][N:7]=1. The yield is 0.580.